From a dataset of Reaction yield outcomes from USPTO patents with 853,638 reactions. Predict the reaction yield, written as a fraction of the theoretical maximum amount of product (1.0 means a 100% yield; for example, 0.34 means a 34% yield). (1) The reactants are Cl[C:2]1[N:7]=[C:6]([Cl:8])[N:5]=[C:4]2[N:9]([CH:13]3[CH2:18][CH2:17][CH2:16][CH2:15][O:14]3)[N:10]=[C:11]([CH3:12])[C:3]=12.CC(C)([O-])C.[K+].[NH2:25][C:26]1[CH:35]=[CH:34][CH:33]=[CH:32][C:27]=1[C:28]([NH:30][CH3:31])=[O:29].O. The catalyst is CN(C=O)C.C(OCC)(=O)C. The product is [Cl:8][C:6]1[N:5]=[C:4]2[N:9]([CH:13]3[CH2:18][CH2:17][CH2:16][CH2:15][O:14]3)[N:10]=[C:11]([CH3:12])[C:3]2=[C:2]([NH:25][C:26]2[CH:35]=[CH:34][CH:33]=[CH:32][C:27]=2[C:28]([NH:30][CH3:31])=[O:29])[N:7]=1. The yield is 0.273. (2) The reactants are [Li+].C[Si]([N-][Si](C)(C)C)(C)C.F[C:12]1[N:17]=[CH:16][C:15]([CH2:18][N:19]2[CH2:24][CH2:23][N:22]([C:25]([O:27][C:28]([CH3:31])([CH3:30])[CH3:29])=[O:26])[CH2:21][CH2:20]2)=[CH:14][C:13]=1[C:32]1[N:40]=[C:39]([CH3:41])[N:38]=[C:37]2[C:33]=1[N:34]=[CH:35][N:36]2[CH:42]1[CH2:47][CH2:46][CH2:45][CH2:44][O:43]1.[NH2:48][C:49]1[CH:50]=[N:51][C:52]([O:55][CH3:56])=[CH:53][CH:54]=1.O1CCCC1. No catalyst specified. The product is [CH3:56][O:55][C:52]1[N:51]=[CH:50][C:49]([NH:48][C:12]2[N:17]=[CH:16][C:15]([CH2:18][N:19]3[CH2:24][CH2:23][N:22]([C:25]([O:27][C:28]([CH3:31])([CH3:30])[CH3:29])=[O:26])[CH2:21][CH2:20]3)=[CH:14][C:13]=2[C:32]2[N:40]=[C:39]([CH3:41])[N:38]=[C:37]3[C:33]=2[N:34]=[CH:35][N:36]3[CH:42]2[CH2:47][CH2:46][CH2:45][CH2:44][O:43]2)=[CH:54][CH:53]=1. The yield is 0.749. (3) The catalyst is CN(C=O)C. The product is [Cl:39][C:37]1[CH:36]=[CH:35][C:34]([O:40][CH:41]([F:43])[F:42])=[C:33]([C:18]2[C:19]([NH:21][C:22]([C:24]3[CH:25]=[N:26][N:27]4[CH:32]=[CH:31][CH:30]=[N:29][C:28]=34)=[O:23])=[CH:20][N:16]([CH2:15][CH2:14][N:11]3[CH2:12][CH2:13][CH:8]([NH:7][CH2:45][C:46]([O:48][C:49]([CH3:52])([CH3:51])[CH3:50])=[O:47])[CH2:9][CH2:10]3)[N:17]=2)[CH:38]=1. The yield is 0.430. The reactants are C(=O)([O-])[O-].[K+].[K+].[NH2:7][CH:8]1[CH2:13][CH2:12][N:11]([CH2:14][CH2:15][N:16]2[CH:20]=[C:19]([NH:21][C:22]([C:24]3[CH:25]=[N:26][N:27]4[CH:32]=[CH:31][CH:30]=[N:29][C:28]=34)=[O:23])[C:18]([C:33]3[CH:38]=[C:37]([Cl:39])[CH:36]=[CH:35][C:34]=3[O:40][CH:41]([F:43])[F:42])=[N:17]2)[CH2:10][CH2:9]1.Br[CH2:45][C:46]([O:48][C:49]([CH3:52])([CH3:51])[CH3:50])=[O:47]. (4) The reactants are [N:1]1([C:6]2[CH:11]=[CH:10][C:9]([C:12]#[C:13][CH2:14][OH:15])=[CH:8][CH:7]=2)[CH:5]=[CH:4][CH:3]=[N:2]1. The catalyst is CC(C)=O.O=[Mn]=O. The product is [N:1]1([C:6]2[CH:11]=[CH:10][C:9]([C:12]#[C:13][CH:14]=[O:15])=[CH:8][CH:7]=2)[CH:5]=[CH:4][CH:3]=[N:2]1. The yield is 0.270. (5) The reactants are [I:1][C:2]1[CH:7]=[CH:6][C:5]([CH2:8][C:9]([OH:11])=[O:10])=[CH:4][CH:3]=1.S(Cl)(Cl)=O.[CH3:16]O. No catalyst specified. The product is [CH3:16][O:10][C:9](=[O:11])[CH2:8][C:5]1[CH:4]=[CH:3][C:2]([I:1])=[CH:7][CH:6]=1. The yield is 0.860. (6) The reactants are [Cl:1][C:2]1[CH:3]=[C:4]([CH:9]([C:22]([F:25])([F:24])[F:23])/[CH:10]=[CH:11]/[C:12]2[CH:20]=[CH:19][C:15]([C:16]([OH:18])=O)=[C:14]([CH3:21])[CH:13]=2)[CH:5]=[C:6]([Cl:8])[CH:7]=1.[F:26][C:27]([F:31])([F:30])[CH2:28][NH2:29].O.ON1C2C=CC=CC=2N=N1.Cl.CN(C)CCCN=C=NCC.C(N(CC)C(C)C)(C)C. The catalyst is CN(C=O)C.O. The product is [Cl:8][C:6]1[CH:5]=[C:4]([CH:9]([C:22]([F:25])([F:24])[F:23])/[CH:10]=[CH:11]/[C:12]2[CH:20]=[CH:19][C:15]([C:16]([NH:29][CH2:28][C:27]([F:31])([F:30])[F:26])=[O:18])=[C:14]([CH3:21])[CH:13]=2)[CH:3]=[C:2]([Cl:1])[CH:7]=1. The yield is 0.500. (7) The reactants are [CH3:1][O:2][C:3]1[C:4]([NH:14][C:15](=[O:19])OCC)=[N:5][C:6]2[C:11]([N:12]=1)=[CH:10][C:9]([CH3:13])=[CH:8][CH:7]=2.[CH3:20][O:21][C:22]1[CH:23]=[C:24]([N:30]2[CH2:35][CH2:34][NH:33][CH2:32][CH2:31]2)[CH:25]=[C:26]([O:28][CH3:29])[CH:27]=1. No catalyst specified. The product is [CH3:1][O:2][C:3]1[C:4]([NH:14][C:15]([N:33]2[CH2:32][CH2:31][N:30]([C:24]3[CH:23]=[C:22]([O:21][CH3:20])[CH:27]=[C:26]([O:28][CH3:29])[CH:25]=3)[CH2:35][CH2:34]2)=[O:19])=[N:5][C:6]2[C:11]([N:12]=1)=[CH:10][C:9]([CH3:13])=[CH:8][CH:7]=2. The yield is 0.880.